Dataset: Peptide-MHC class II binding affinity with 134,281 pairs from IEDB. Task: Regression. Given a peptide amino acid sequence and an MHC pseudo amino acid sequence, predict their binding affinity value. This is MHC class II binding data. (1) The peptide sequence is PGKYTAYEGQRVVFIQ. The MHC is DRB1_1301 with pseudo-sequence DRB1_1301. The binding affinity (normalized) is 0.205. (2) The peptide sequence is SQDLELSWNLNGDQAY. The MHC is DRB1_0401 with pseudo-sequence DRB1_0401. The binding affinity (normalized) is 0.465. (3) The peptide sequence is IVPPADKYRTFVATF. The MHC is HLA-DQA10301-DQB10302 with pseudo-sequence HLA-DQA10301-DQB10302. The binding affinity (normalized) is 0.284. (4) The peptide sequence is SAHCIGITDRDFIEG. The binding affinity (normalized) is 0.329. The MHC is DRB3_0202 with pseudo-sequence DRB3_0202. (5) The peptide sequence is KIIGGIGGFIKVRQYDQILI. The MHC is DRB1_1201 with pseudo-sequence DRB1_1201. The binding affinity (normalized) is 0.234. (6) The peptide sequence is EVLKGPFTVRYTTEG. The MHC is DRB1_1001 with pseudo-sequence DRB1_1001. The binding affinity (normalized) is 0.195. (7) The peptide sequence is QTKIQYVIRAQLHVG. The MHC is DRB1_0701 with pseudo-sequence DRB1_0701. The binding affinity (normalized) is 0.551. (8) The peptide sequence is YDKFLAEVSTVLTGK. The MHC is DRB3_0202 with pseudo-sequence DRB3_0202. The binding affinity (normalized) is 0.441.